Dataset: Full USPTO retrosynthesis dataset with 1.9M reactions from patents (1976-2016). Task: Predict the reactants needed to synthesize the given product. (1) Given the product [OH:3][CH:1]([C:4]1[CH:31]=[C:7]2[CH2:8][N:9]([C:13]([O:15][CH2:16][C:17]3[CH:18]=[C:19]([C:27]([F:28])([F:29])[F:30])[CH:20]=[C:21]([C:23]([F:26])([F:25])[F:24])[CH:22]=3)=[O:14])[CH2:10][CH2:11][CH2:12][N:6]2[N:5]=1)[CH3:2], predict the reactants needed to synthesize it. The reactants are: [C:1]([C:4]1[CH:31]=[C:7]2[CH2:8][N:9]([C:13]([O:15][CH2:16][C:17]3[CH:22]=[C:21]([C:23]([F:26])([F:25])[F:24])[CH:20]=[C:19]([C:27]([F:30])([F:29])[F:28])[CH:18]=3)=[O:14])[CH2:10][CH2:11][CH2:12][N:6]2[N:5]=1)(=[O:3])[CH3:2].[BH4-].[Na+]. (2) Given the product [O:27]=[C:15]1[N:14]([CH:11]2[CH2:10][CH2:9][NH:8][CH2:13][CH2:12]2)[CH2:19][CH2:18][N:17]([C:20]([O:22][C:23]([CH3:26])([CH3:25])[CH3:24])=[O:21])[CH2:16]1, predict the reactants needed to synthesize it. The reactants are: C([N:8]1[CH2:13][CH2:12][CH:11]([N:14]2[CH2:19][CH2:18][N:17]([C:20]([O:22][C:23]([CH3:26])([CH3:25])[CH3:24])=[O:21])[CH2:16][C:15]2=[O:27])[CH2:10][CH2:9]1)C1C=CC=CC=1. (3) Given the product [N:24]1([C:30]2[N:35]3[CH:36]=[C:37]([CH2:39][N:11]([CH:9]4[C:10]5[N:1]=[CH:2][CH:3]=[CH:4][C:5]=5[CH2:6][CH2:7][CH2:8]4)[CH2:12][CH2:13][CH2:14][CH2:15][NH2:16])[N:38]=[C:34]3[CH:33]=[CH:32][CH:31]=2)[CH2:29][CH2:28][O:27][CH2:26][CH2:25]1, predict the reactants needed to synthesize it. The reactants are: [N:1]1[C:10]2[CH:9]([NH:11][CH2:12][CH2:13][CH2:14][CH2:15][NH:16]C(=O)OC(C)(C)C)[CH2:8][CH2:7][CH2:6][C:5]=2[CH:4]=[CH:3][CH:2]=1.[N:24]1([C:30]2[N:35]3[CH:36]=[C:37]([CH:39]=O)[N:38]=[C:34]3[CH:33]=[CH:32][CH:31]=2)[CH2:29][CH2:28][O:27][CH2:26][CH2:25]1.C(O)(=O)C.C(O[BH-](OC(=O)C)OC(=O)C)(=O)C.[Na+]. (4) Given the product [NH2:23][C:20]1[CH:21]=[CH:22][C:17]([O:16][C:15]2[CH:24]=[CH:25][C:12]([NH:11][CH:4]3[CH:5]4[CH2:8][CH2:9][N:2]([CH2:7][CH2:6]4)[CH2:3]3)=[CH:13][CH:14]=2)=[CH:18][CH:19]=1, predict the reactants needed to synthesize it. The reactants are: Cl.[N:2]12[CH2:9][CH2:8][CH:5]([CH2:6][CH2:7]1)[C:4](=O)[CH2:3]2.[NH2:11][C:12]1[CH:25]=[CH:24][C:15]([O:16][C:17]2[CH:22]=[CH:21][C:20]([NH2:23])=[CH:19][CH:18]=2)=[CH:14][CH:13]=1. (5) Given the product [CH2:2]1[C:40]2[C:39](=[CH:45][CH:44]=[C:42]([NH:43][C:2]3[N:7]=[C:6]([C:8]4[C:9]([C:17]5[CH:18]=[C:19]([NH:23][C:24](=[O:33])[C:25]6[CH:30]=[CH:29][CH:28]=[CH:27][CH:26]=6)[CH:20]=[CH:21][CH:22]=5)=[N:10][N:11]5[CH:16]=[CH:15][CH:14]=[CH:13][C:12]=45)[CH:5]=[CH:4][N:3]=3)[CH:41]=2)[CH2:5][CH2:4][NH:3]1, predict the reactants needed to synthesize it. The reactants are: Cl[C:2]1[N:7]=[C:6]([C:8]2[C:9]([C:17]3[CH:18]=[C:19]([NH:23][C:24](=[O:33])[C:25]4[C:30](F)=[CH:29][CH:28]=[CH:27][C:26]=4F)[CH:20]=[CH:21][CH:22]=3)=[N:10][N:11]3[CH:16]=[CH:15][CH:14]=[CH:13][C:12]=23)[CH:5]=[CH:4][N:3]=1.CN(C)CCO[C:39]1[CH:45]=[CH:44][C:42]([NH2:43])=[CH:41][CH:40]=1. (6) Given the product [CH2:2]([O:4][C:5]([C@@:7]1([NH:12][C:13]([N:33]2[CH2:34][C@H:35]([OH:37])[CH2:36][C@H:32]2[C:30](=[O:31])[N:29]([CH2:21][CH2:22][CH2:23][CH2:24][CH:25]=[CH:26][CH2:27][CH3:28])[CH3:38])=[O:14])[CH2:9][C@@H:8]1[CH:10]=[CH2:11])=[O:6])[CH3:3], predict the reactants needed to synthesize it. The reactants are: [I-].[CH2:2]([O:4][C:5]([C@@:7]1([NH:12][C:13](N2C=C[N+](C)=C2)=[O:14])[CH2:9][C@H:8]1[CH:10]=[CH2:11])=[O:6])[CH3:3].[CH2:21]([N:29]([CH3:38])[C:30]([C@@H:32]1[CH2:36][C@@H:35]([OH:37])[CH2:34][NH:33]1)=[O:31])[CH2:22][CH2:23][CH2:24][CH2:25][CH:26]=[CH:27][CH3:28].C(OC([C@@]1(NC(N2C[C@H](O)C[C@H]2C(=O)N(CCCCC=C)C)=O)C[C@@H]1C=C)=O)C.